From a dataset of Catalyst prediction with 721,799 reactions and 888 catalyst types from USPTO. Predict which catalyst facilitates the given reaction. (1) Reactant: CS(O[CH2:6][C:7]1[N:12]2[C:13]([CH2:20][CH:21]3[CH2:26][CH2:25][C:24]([F:28])([F:27])[CH2:23][CH2:22]3)=[C:14]([C:16]([F:19])([F:18])[F:17])[N:15]=[C:11]2[CH:10]=[C:9]([C:29](=[O:37])[NH:30][CH:31]2[CH2:36][CH2:35][O:34][CH2:33][CH2:32]2)[CH:8]=1)(=O)=O.C[O-].[Na+].C[C:42](C)=[O:43].C(=O)([O-])O.[Na+]. Product: [F:28][C:24]1([F:27])[CH2:23][CH2:22][CH:21]([CH2:20][C:13]2[N:12]3[C:7]([CH3:6])=[CH:8][C:9]([C:29]([NH:30][CH:31]4[CH2:32][CH2:33][O:34][CH2:35][CH2:36]4)=[O:37])=[C:10]([O:43][CH3:42])[C:11]3=[N:15][C:14]=2[C:16]([F:19])([F:17])[F:18])[CH2:26][CH2:25]1. The catalyst class is: 12. (2) Reactant: C(OC(=O)[NH:5][C:6]1[N:20]([CH2:21][C:22]2[CH:27]=[CH:26][C:25]([O:28][CH:29]([CH:38]3[CH2:40][CH2:39]3)[C:30]3[CH:31]=[N:32][C:33]([O:36][CH3:37])=[CH:34][CH:35]=3)=[C:24]([O:41][CH3:42])[CH:23]=2)[C:9]2=[N:10][CH:11]=[C:12]([C:14]3[CH:15]=[N:16][N:17]([CH3:19])[CH:18]=3)[CH:13]=[C:8]2[N:7]=1)C.[OH-].[K+]. Product: [CH:38]1([CH:29]([C:30]2[CH:31]=[N:32][C:33]([O:36][CH3:37])=[CH:34][CH:35]=2)[O:28][C:25]2[CH:26]=[CH:27][C:22]([CH2:21][N:20]3[C:9]4=[N:10][CH:11]=[C:12]([C:14]5[CH:15]=[N:16][N:17]([CH3:19])[CH:18]=5)[CH:13]=[C:8]4[N:7]=[C:6]3[NH2:5])=[CH:23][C:24]=2[O:41][CH3:42])[CH2:40][CH2:39]1. The catalyst class is: 729. (3) Reactant: FC(F)(F)C(O)=O.[BH4-].[Na+].[Cl:10][C:11]1[CH:16]=[C:15]([Cl:17])[CH:14]=[CH:13][C:12]=1[CH:18](O)[C:19]1[C:20]2[CH:28]=[C:27]([C:29]([O:31][CH3:32])=[O:30])[CH:26]=[CH:25][C:21]=2[S:22][C:23]=1[CH3:24].[OH-].[Na+]. Product: [Cl:10][C:11]1[CH:16]=[C:15]([Cl:17])[CH:14]=[CH:13][C:12]=1[CH2:18][C:19]1[C:20]2[CH:28]=[C:27]([C:29]([O:31][CH3:32])=[O:30])[CH:26]=[CH:25][C:21]=2[S:22][C:23]=1[CH3:24]. The catalyst class is: 2.